This data is from Forward reaction prediction with 1.9M reactions from USPTO patents (1976-2016). The task is: Predict the product of the given reaction. (1) Given the reactants [OH:1][CH2:2][N:3]1[C:11]2[C:6](=[C:7]([OH:12])[CH:8]=[CH:9][CH:10]=2)[CH:5]=[CH:4]1.[CH2:13](OC1C=CC=C2C=1C=CN2)[C:14]1[CH:19]=[CH:18][CH:17]=[CH:16][CH:15]=1.C=O.[OH-].[Na+], predict the reaction product. The product is: [CH2:13]([O:12][C:7]1[CH:8]=[CH:9][CH:10]=[C:11]2[C:6]=1[CH:5]=[CH:4][N:3]2[CH2:2][OH:1])[C:14]1[CH:19]=[CH:18][CH:17]=[CH:16][CH:15]=1. (2) Given the reactants [CH2:1]([C:3]1[C:11]2[C:6](=[N:7][C:8]([C:12](=[O:14])[CH3:13])=[CH:9][CH:10]=2)[N:5]([CH:15]2[CH2:20][CH2:19][O:18][CH2:17][CH2:16]2)[N:4]=1)[CH3:2].CO[CH:23](OC)[N:24]([CH3:26])[CH3:25].CN(C)C=O, predict the reaction product. The product is: [CH3:23][N:24]([CH3:26])/[CH:25]=[CH:13]/[C:12]([C:8]1[N:7]=[C:6]2[N:5]([CH:15]3[CH2:16][CH2:17][O:18][CH2:19][CH2:20]3)[N:4]=[C:3]([CH2:1][CH3:2])[C:11]2=[CH:10][CH:9]=1)=[O:14]. (3) Given the reactants [Br:1][C:2]1[CH:3]=[C:4]([C:12]([C:22]2[CH:27]=[CH:26][C:25]([OH:28])=[CH:24][CH:23]=2)=[C:13]([C:16]2[CH:21]=[CH:20][CH:19]=[CH:18][CH:17]=2)[CH2:14][CH3:15])[CH:5]=[CH:6][C:7]=1[O:8][CH2:9][CH2:10]Br.[CH3:29][NH2:30], predict the reaction product. The product is: [Br:1][C:2]1[CH:3]=[C:4]([C:12]([C:22]2[CH:27]=[CH:26][C:25]([OH:28])=[CH:24][CH:23]=2)=[C:13]([C:16]2[CH:21]=[CH:20][CH:19]=[CH:18][CH:17]=2)[CH2:14][CH3:15])[CH:5]=[CH:6][C:7]=1[O:8][CH2:9][CH2:10][NH:30][CH3:29]. (4) Given the reactants [N+:1]([C:4]1[CH:13]=[C:12]2[C:7]([C:8]([N:14]([CH2:28][CH2:29][N:30]([CH3:32])[CH3:31])[C:15](=[O:27])[C:16]3[C:21](OC)=[C:20]([O:24][CH3:25])[CH:19]=[CH:18][C:17]=3I)=[CH:9][CH:10]=[N:11]2)=[CH:6][CH:5]=1)([O-:3])=[O:2].C(Cl)(=O)[C:34](Cl)=[O:35].COC1C=C(C(I)=CC=1OC)C(O)=O.[N+](C1C=C2C(C(NCCN(C)C)=CC=N2)=CC=1)([O-])=O.C(N(CC)CC)C, predict the reaction product. The product is: [CH3:25][O:24][C:20]1[C:19]([O:35][CH3:34])=[CH:18][C:17]2[C:9]3[C:8](=[C:7]4[CH:6]=[CH:5][C:4]([N+:1]([O-:3])=[O:2])=[CH:13][C:12]4=[N:11][CH:10]=3)[N:14]([CH2:28][CH2:29][N:30]([CH3:31])[CH3:32])[C:15](=[O:27])[C:16]=2[CH:21]=1.